This data is from Reaction yield outcomes from USPTO patents with 853,638 reactions. The task is: Predict the reaction yield, written as a fraction of the theoretical maximum amount of product (1.0 means a 100% yield; for example, 0.34 means a 34% yield). (1) No catalyst specified. The reactants are [Br:1][C:2]1[CH:3]=[C:4]([S:11]([O-:14])(=O)=[O:12])[CH:5]=[C:6]([N+:8]([O-:10])=[O:9])[CH:7]=1.[Na+].P(Cl)(Cl)([Cl:18])=O.P(Cl)(Cl)(Cl)(Cl)Cl. The yield is 0.740. The product is [Br:1][C:2]1[CH:3]=[C:4]([S:11]([Cl:18])(=[O:14])=[O:12])[CH:5]=[C:6]([N+:8]([O-:10])=[O:9])[CH:7]=1. (2) The reactants are [F:1][C:2]1[CH:7]=[CH:6][C:5]([C:8]2[C:13]([C:14]3[CH:19]=[CH:18][N:17]=[CH:16][CH:15]=3)=[C:12]([C:20]3[CH:25]=[CH:24][C:23]([F:26])=[CH:22][CH:21]=3)[N:11]=[C:10]3[NH:27][N:28]=[CH:29][C:9]=23)=[CH:4][CH:3]=1.[CH2:30]=[O:31]. No catalyst specified. The product is [F:1][C:2]1[CH:7]=[CH:6][C:5]([C:8]2[C:9]3[C:10](=[N:27][N:28]([CH2:30][OH:31])[CH:29]=3)[N:11]=[C:12]([C:20]3[CH:25]=[CH:24][C:23]([F:26])=[CH:22][CH:21]=3)[C:13]=2[C:14]2[CH:15]=[CH:16][N:17]=[CH:18][CH:19]=2)=[CH:4][CH:3]=1. The yield is 0.650. (3) The reactants are [N:1]1([C:5]2[N:10]=[C:9]([NH2:11])[CH:8]=[CH:7][CH:6]=2)[CH2:4][CH2:3][CH2:2]1.[C:12](Cl)([C:14]([Cl:16])=[O:15])=[O:13]. No catalyst specified. The product is [N:1]1([C:5]2[N:10]=[C:9]([NH:11][C:12](=[O:13])[C:14]([Cl:16])=[O:15])[CH:8]=[CH:7][CH:6]=2)[CH2:4][CH2:3][CH2:2]1. The yield is 0.810.